This data is from Full USPTO retrosynthesis dataset with 1.9M reactions from patents (1976-2016). The task is: Predict the reactants needed to synthesize the given product. (1) Given the product [Br:39][C:40]1[CH:41]=[CH:42][C:43]([N:24]([C:5]2[C:4]([CH:1]3[CH2:3][CH2:2]3)=[CH:23][C:8]3[C:9]([C:19]([NH:21][CH3:22])=[O:20])=[C:10]([C:12]4[CH:17]=[CH:16][C:15]([F:18])=[CH:14][CH:13]=4)[O:11][C:7]=3[CH:6]=2)[S:25]([CH3:28])(=[O:27])=[O:26])=[N:44][CH:45]=1, predict the reactants needed to synthesize it. The reactants are: [CH:1]1([C:4]2[C:5]([NH:24][S:25]([CH3:28])(=[O:27])=[O:26])=[CH:6][C:7]3[O:11][C:10]([C:12]4[CH:17]=[CH:16][C:15]([F:18])=[CH:14][CH:13]=4)=[C:9]([C:19]([NH:21][CH3:22])=[O:20])[C:8]=3[CH:23]=2)[CH2:3][CH2:2]1.C[Si]([N-][Si](C)(C)C)(C)C.[Li+].[Br:39][C:40]1[CH:41]=[CH:42][C:43](F)=[N:44][CH:45]=1. (2) Given the product [OH:12][C@H:13]1[CH2:17][N:16]([CH:18]2[CH2:19][CH2:20][N:21]([CH2:26][CH2:27][O:28][C:29]3[CH:30]=[CH:31][C:32]([O:33][C:34]4[S:35][C:36]5[C:37]([N:42]=4)=[N:38][CH:39]=[CH:40][CH:41]=5)=[CH:43][CH:44]=3)[CH2:22][CH2:23]2)[C:15](=[O:24])[CH2:14]1, predict the reactants needed to synthesize it. The reactants are: C(O)(=O)C.[Si]([O:12][C@H:13]1[CH2:17][N:16]([CH:18]2[CH2:23][CH2:22][NH:21][CH2:20][CH2:19]2)[C:15](=[O:24])[CH2:14]1)(C(C)(C)C)(C)C.Br[CH2:26][CH2:27][O:28][C:29]1[CH:44]=[CH:43][C:32]([O:33][C:34]2[S:35][C:36]3[C:37]([N:42]=2)=[N:38][CH:39]=[CH:40][CH:41]=3)=[CH:31][CH:30]=1.C(N(CC)C(C)C)(C)C.Cl.